From a dataset of Reaction yield outcomes from USPTO patents with 853,638 reactions. Predict the reaction yield, written as a fraction of the theoretical maximum amount of product (1.0 means a 100% yield; for example, 0.34 means a 34% yield). (1) The reactants are [CH3:1][N:2]([C:11]([C:13]1[CH:18]=[CH:17][C:16]([C:19]2[CH:24]=[CH:23][C:22]([N+:25]([O-])=O)=[CH:21][CH:20]=2)=[CH:15][CH:14]=1)=[O:12])[C@H:3]([C:7]([O:9][CH3:10])=[O:8])[CH:4]([CH3:6])[CH3:5].Cl. The catalyst is C(O)C.[Fe]. The product is [NH2:25][C:22]1[CH:21]=[CH:20][C:19]([C:16]2[CH:17]=[CH:18][C:13]([C:11]([N:2]([CH3:1])[C@H:3]([C:7]([O:9][CH3:10])=[O:8])[CH:4]([CH3:6])[CH3:5])=[O:12])=[CH:14][CH:15]=2)=[CH:24][CH:23]=1. The yield is 0.760. (2) The reactants are [O:1]=[C:2]([C:9]1[CH:14]=[C:13]([F:15])[C:12]([F:16])=[C:11]([F:17])[C:10]=1[F:18])[CH2:3][C:4]([O:6][CH2:7][CH3:8])=[O:5].CC(O[C:23]([CH3:25])=[O:24])=O.[CH:26](OCC)(OCC)OCC.[NH2:36][C:37]1(C(O)C)[CH2:39][CH2:38]1. The catalyst is C1(C)C=CC=CC=1. The product is [OH:24][CH2:23][CH2:25][C:37]1([NH:36][CH:26]=[C:3]([C:2](=[O:1])[C:9]2[CH:14]=[C:13]([F:15])[C:12]([F:16])=[C:11]([F:17])[C:10]=2[F:18])[C:4]([O:6][CH2:7][CH3:8])=[O:5])[CH2:39][CH2:38]1. The yield is 0.680. (3) The reactants are CN(C)C=O.[CH:6]1([N:12]2[C:20]3[C:19](=[O:21])[NH:18][C:17]([C:22]4[CH:27]=[CH:26][C:25]([N:28]5[CH2:34][CH2:33][CH2:32][NH:31][CH2:30][CH2:29]5)=[CH:24][C:23]=4[O:35][CH3:36])=[N:16][C:15]=3[C:14]([CH3:37])=[N:13]2)[CH2:11][CH2:10][CH2:9][CH2:8][CH2:7]1.[CH2:38](N(CC)CC)[CH3:39].C(I)C. The catalyst is C(OCC)(=O)C. The product is [CH:6]1([N:12]2[C:20]3[C:19](=[O:21])[NH:18][C:17]([C:22]4[CH:27]=[CH:26][C:25]([N:28]5[CH2:34][CH2:33][CH2:32][N:31]([CH2:38][CH3:39])[CH2:30][CH2:29]5)=[CH:24][C:23]=4[O:35][CH3:36])=[N:16][C:15]=3[C:14]([CH3:37])=[N:13]2)[CH2:7][CH2:8][CH2:9][CH2:10][CH2:11]1. The yield is 0.600. (4) The reactants are [C:1]([C:3]1[C:4]([CH2:17][C:18]2[CH:23]=[CH:22][C:21]([Cl:24])=[C:20]([Cl:25])[CH:19]=2)=[C:5]([C:14](O)=[O:15])[S:6][C:7]=1[N:8]1[CH2:13][CH2:12][O:11][CH2:10][CH2:9]1)#[N:2].[CH3:26][S:27]([NH2:30])(=[O:29])=[O:28].Cl.CN(C)CCCN=C=NCC. The catalyst is C(Cl)Cl.Cl.O. The product is [C:1]([C:3]1[C:4]([CH2:17][C:18]2[CH:23]=[CH:22][C:21]([Cl:24])=[C:20]([Cl:25])[CH:19]=2)=[C:5]([C:14]([NH:30][S:27]([CH3:26])(=[O:29])=[O:28])=[O:15])[S:6][C:7]=1[N:8]1[CH2:13][CH2:12][O:11][CH2:10][CH2:9]1)#[N:2]. The yield is 0.200. (5) The yield is 0.850. The catalyst is C1C=CC([P]([Pd]([P](C2C=CC=CC=2)(C2C=CC=CC=2)C2C=CC=CC=2)([P](C2C=CC=CC=2)(C2C=CC=CC=2)C2C=CC=CC=2)[P](C2C=CC=CC=2)(C2C=CC=CC=2)C2C=CC=CC=2)(C2C=CC=CC=2)C2C=CC=CC=2)=CC=1.O. The reactants are Br[C:2]1[CH:7]=[CH:6][C:5]([C@@H:8]2[N:12]([C:13]([O:15][C:16]([CH3:19])([CH3:18])[CH3:17])=[O:14])[C@H:11]([C:20]([O:22][CH3:23])=[O:21])[CH2:10][CH2:9]2)=[CH:4][CH:3]=1.C(=O)([O-])[O-].[Na+].[Na+].CC1(C)C(C)(C)OB(/[CH:38]=[CH:39]/[C:40]2[CH:45]=[CH:44][CH:43]=[CH:42][CH:41]=2)O1.O1CCOCC1. The product is [C:40]1(/[CH:39]=[CH:38]/[C:2]2[CH:7]=[CH:6][C:5]([C@@H:8]3[N:12]([C:13]([O:15][C:16]([CH3:19])([CH3:18])[CH3:17])=[O:14])[C@H:11]([C:20]([O:22][CH3:23])=[O:21])[CH2:10][CH2:9]3)=[CH:4][CH:3]=2)[CH:45]=[CH:44][CH:43]=[CH:42][CH:41]=1. (6) The reactants are [Cl:1][C:2]1[CH:7]=[CH:6][C:5]([C:8]2[S:9][C:10]3[CH:16]=[C:15]([S:17][CH3:18])[CH:14]=[CH:13][C:11]=3[N:12]=2)=[CH:4][CH:3]=1.ClC1C=C(C=CC=1)C(OO)=[O:24].[OH-:30].[Na+]. The catalyst is ClCCl. The product is [Cl:1][C:2]1[CH:3]=[CH:4][C:5]([C:8]2[S:9][C:10]3[CH:16]=[C:15]([S:17]([CH3:18])(=[O:24])=[O:30])[CH:14]=[CH:13][C:11]=3[N:12]=2)=[CH:6][CH:7]=1. The yield is 0.470. (7) The catalyst is C1(C)C=CC=CC=1.O. The product is [CH:1]1([NH:7][C:11]([C:13]2[C:14](=[O:32])[N:15]([CH2:25][C:26]3[CH:31]=[CH:30][CH:29]=[CH:28][CH:27]=3)[C:16]3[C:21]([C:22]=2[OH:23])=[CH:20][C:19]([Cl:24])=[CH:18][CH:17]=3)=[O:10])[CH2:6][CH2:5][CH2:4][CH2:3][CH2:2]1. The reactants are [CH:1]1([NH2:7])[CH2:6][CH2:5][CH2:4][CH2:3][CH2:2]1.C([O:10][C:11]([C:13]1[C:14](=[O:32])[N:15]([CH2:25][C:26]2[CH:31]=[CH:30][CH:29]=[CH:28][CH:27]=2)[C:16]2[C:21]([C:22]=1[OH:23])=[CH:20][C:19]([Cl:24])=[CH:18][CH:17]=2)=O)C. The yield is 0.960. (8) The catalyst is CCOC(C)=O. The reactants are C([C@@H]([O-])[C@@H](C(O)=O)[O-])(O)=O.[F:11][C:12]1[CH:17]=[CH:16][C:15]([NH:18][C@H:19]([C:31]2[CH:36]=[CH:35][CH:34]=[CH:33][CH:32]=2)[C:20]([O:22][C@@H:23]2[CH:28]3[CH2:29][CH2:30][N:25]([CH2:26][CH2:27]3)[CH2:24]2)=[O:21])=[CH:14][CH:13]=1. The product is [F:11][C:12]1[CH:17]=[CH:16][C:15]([NH:18][C@H:19]([C:31]2[CH:32]=[CH:33][CH:34]=[CH:35][CH:36]=2)[C:20]([O:22][C@@H:23]2[CH:28]3[CH2:29][CH2:30][N:25]([CH2:26][CH2:27]3)[CH2:24]2)=[O:21])=[CH:14][CH:13]=1. The yield is 0.450.